From a dataset of Forward reaction prediction with 1.9M reactions from USPTO patents (1976-2016). Predict the product of the given reaction. (1) Given the reactants O[CH2:2][C:3]1[N:7]([C:8]2[CH:9]=[C:10]([C:14]3[CH2:20][C:19](=[O:21])[NH:18][C:17]4[CH:22]=[C:23]([C:32]([F:35])([F:34])[F:33])[C:24]([N:26]([CH2:28][CH:29]([CH3:31])[CH3:30])[CH3:27])=[CH:25][C:16]=4[N:15]=3)[CH:11]=[CH:12][CH:13]=2)[N:6]=[N:5][CH:4]=1.S(Cl)(Cl)=O.[Cl-].[CH:41]([NH:44][CH3:45])([CH3:43])[CH3:42], predict the reaction product. The product is: [CH2:28]([N:26]([CH3:27])[C:24]1[C:23]([C:32]([F:34])([F:33])[F:35])=[CH:22][C:17]2[NH:18][C:19](=[O:21])[CH2:20][C:14]([C:10]3[CH:11]=[CH:12][CH:13]=[C:8]([N:7]4[C:3]([CH2:2][N:44]([CH:41]([CH3:43])[CH3:42])[CH3:45])=[CH:4][N:5]=[N:6]4)[CH:9]=3)=[N:15][C:16]=2[CH:25]=1)[CH:29]([CH3:30])[CH3:31]. (2) The product is: [OH:28][CH2:27][CH2:26][O:25][CH2:24][CH2:23][O:22][CH2:21][CH2:20][O:19][CH2:18][CH2:17][CH2:16][CH2:15][CH2:14][CH2:13][CH2:12][CH2:11][CH2:10][CH2:9][CH2:8][NH:7][C:6](=[O:5])[CH2:30][SH:33]. Given the reactants C([O:5][C:6](=O)[NH:7][CH2:8][CH2:9][CH2:10][CH2:11][CH2:12][CH2:13][CH2:14][CH2:15][CH2:16][CH2:17][CH2:18][O:19][CH2:20][CH2:21][O:22][CH2:23][CH2:24][O:25][CH2:26][CH2:27][OH:28])(C)(C)C.[C:30](S)(=[S:33])CC, predict the reaction product. (3) Given the reactants [C:1]([C:5]1[CH:10]=[CH:9][C:8](/[C:11](/[C:19]2[NH:24][C:23](=[O:25])[C:22]([O:26][CH:27]([F:29])[F:28])=[CH:21][CH:20]=2)=[CH:12]\[C@H:13]2[CH2:17][CH2:16][C:15](=[O:18])[NH:14]2)=[CH:7][CH:6]=1)([CH3:4])([CH3:3])[CH3:2].CCCCCC, predict the reaction product. The product is: [C:1]([C:5]1[CH:6]=[CH:7][C:8]([CH:11]([C:19]2[NH:24][C:23](=[O:25])[C:22]([O:26][CH:27]([F:28])[F:29])=[CH:21][CH:20]=2)[CH2:12][C@H:13]2[CH2:17][CH2:16][C:15](=[O:18])[NH:14]2)=[CH:9][CH:10]=1)([CH3:4])([CH3:2])[CH3:3]. (4) Given the reactants [C:1]([C:4]1[O:5][C:6]2[CH:12]=[CH:11][CH:10]=[CH:9][C:7]=2[CH:8]=1)(=O)[CH3:2].[C:13]1([CH3:21])[CH:18]=[CH:17][CH:16]=[C:15]([CH2:19][NH2:20])[CH:14]=1.[ClH:22].[CH2:23](OCC)C, predict the reaction product. The product is: [O:5]1[C:6]2=[CH:12][CH:11]=[CH:10][C:9]2=[CH:7][CH:8]=[C:4]1[CH:1]1[C:2]2[C:16](=[CH:17][CH:18]=[C:13]([CH3:21])[CH:14]=2)[CH2:15][CH2:19][N:20]1[CH3:23].[ClH:22].[O:5]1[C:6]2=[CH:12][CH:11]=[CH:10][C:9]2=[CH:7][CH:8]=[C:4]1[CH:1]1[C:2]2[C:16](=[CH:17][CH:18]=[C:13]([CH3:21])[CH:14]=2)[CH2:15][CH2:19][N:20]1[CH3:23]. (5) Given the reactants [CH:1]1[C:10]2[C:5](=[CH:6][CH:7]=[CH:8][CH:9]=2)[CH:4]=[CH:3][C:2]=1[CH2:11][CH2:12][OH:13].[OH-:14].[CH2:15]([N+](C)(C)C)[C:16]1[CH:21]=CC=C[CH:17]=1, predict the reaction product. The product is: [CH3:9][CH2:10][CH2:1][CH:2]([CH3:11])[CH3:3].[CH:1]1[C:10]2[C:5](=[CH:6][CH:7]=[CH:8][CH:9]=2)[CH:4]=[CH:3][C:2]=1[CH2:11][CH2:12][O:13][CH2:2][CH2:11][C:12]([O:13][C:16]([CH3:15])([CH3:17])[CH3:21])=[O:14]. (6) Given the reactants [NH:1]1[CH2:5][CH2:4][NH:3][C:2]1=[O:6].[H-].[Na+].Br[CH2:10][C:11]1[CH:16]=[CH:15][CH:14]=[CH:13][CH:12]=1.O, predict the reaction product. The product is: [CH2:10]([N:1]1[CH2:5][CH2:4][NH:3][C:2]1=[O:6])[C:11]1[CH:16]=[CH:15][CH:14]=[CH:13][CH:12]=1. (7) Given the reactants [F:1][C:2]1[CH:7]=[CH:6][C:5]([C:8]2[N:12]=[C:11]([CH3:13])[NH:10][C:9]=2[C:14](Cl)=[O:15])=[CH:4][CH:3]=1.C(Cl)Cl.[NH3:20], predict the reaction product. The product is: [F:1][C:2]1[CH:7]=[CH:6][C:5]([C:8]2[N:12]=[C:11]([CH3:13])[NH:10][C:9]=2[C:14]([NH2:20])=[O:15])=[CH:4][CH:3]=1. (8) Given the reactants [Br:1][C:2]1[CH:7]=[C:6]([C:8]([F:11])([F:10])[F:9])[CH:5]=[C:4]([CH2:12]Br)[CH:3]=1.[OH:14][CH2:15][C:16]1([C:29]2[CH:34]=[CH:33][CH:32]=[CH:31][CH:30]=2)[CH2:21][CH2:20][N:19]([C:22]([O:24][C:25]([CH3:28])([CH3:27])[CH3:26])=[O:23])[CH2:18][CH2:17]1.[H-].[Na+], predict the reaction product. The product is: [Br:1][C:2]1[CH:3]=[C:4]([CH:5]=[C:6]([C:8]([F:11])([F:10])[F:9])[CH:7]=1)[CH2:12][O:14][CH2:15][C:16]1([C:29]2[CH:30]=[CH:31][CH:32]=[CH:33][CH:34]=2)[CH2:21][CH2:20][N:19]([C:22]([O:24][C:25]([CH3:27])([CH3:28])[CH3:26])=[O:23])[CH2:18][CH2:17]1. (9) Given the reactants [CH2:1]([O:8][C:9]1[C:13]([C:14](OCC)=[O:15])=[CH:12][N:11]([C:19]2[CH:24]=[CH:23][CH:22]=[CH:21][CH:20]=2)[N:10]=1)[C:2]1[CH:7]=[CH:6][CH:5]=[CH:4][CH:3]=1.[H-].[Al+3].[Li+].[H-].[H-].[H-].O.O.O.O.O.O.O.O.O.O.S([O-])([O-])(=O)=O.[Na+].[Na+], predict the reaction product. The product is: [CH2:1]([O:8][C:9]1[C:13]([CH2:14][OH:15])=[CH:12][N:11]([C:19]2[CH:24]=[CH:23][CH:22]=[CH:21][CH:20]=2)[N:10]=1)[C:2]1[CH:3]=[CH:4][CH:5]=[CH:6][CH:7]=1.